From a dataset of Catalyst prediction with 721,799 reactions and 888 catalyst types from USPTO. Predict which catalyst facilitates the given reaction. (1) Reactant: [Br:1][C:2]1[CH:3]=[CH:4][C:5]([O:9][CH:10]([C:17]2[CH:22]=[CH:21][CH:20]=[CH:19][C:18]=2[Cl:23])[CH2:11][CH2:12][C:13]([F:16])([F:15])[F:14])=[C:6]([CH:8]=1)[NH2:7].[N:24]([C:27]1[CH:32]=[CH:31][C:30]([CH3:33])=[CH:29][CH:28]=1)=[C:25]=[O:26]. The catalyst class is: 1. Product: [Br:1][C:2]1[CH:3]=[CH:4][C:5]([O:9][CH:10]([C:17]2[CH:22]=[CH:21][CH:20]=[CH:19][C:18]=2[Cl:23])[CH2:11][CH2:12][C:13]([F:15])([F:16])[F:14])=[C:6]([NH:7][C:25]([NH:24][C:27]2[CH:32]=[CH:31][C:30]([CH3:33])=[CH:29][CH:28]=2)=[O:26])[CH:8]=1. (2) Reactant: [N:1]1[C:10]2[NH:9][CH2:8][CH2:7][CH2:6][C:5]=2[CH:4]=[CH:3][C:2]=1[CH2:11][C:12]([OH:14])=O.[CH2:15]([O:17][C:18](=[O:34])[CH2:19][CH:20]([N:24]1[C:32]2[C:27](=[CH:28][C:29]([NH2:33])=[CH:30][CH:31]=2)[CH:26]=[CH:25]1)[CH2:21][CH2:22][CH3:23])[CH3:16].F[P-](F)(F)(F)(F)F.N1(O[P+](N(C)C)(N(C)C)N(C)C)C2C=CC=CC=2N=N1.C(N(C(C)C)CC)(C)C. Product: [CH2:15]([O:17][C:18](=[O:34])[CH2:19][CH:20]([N:24]1[C:32]2[C:27](=[CH:28][C:29]([NH:33][C:12](=[O:14])[CH2:11][C:2]3[CH:3]=[CH:4][C:5]4[CH2:6][CH2:7][CH2:8][NH:9][C:10]=4[N:1]=3)=[CH:30][CH:31]=2)[CH:26]=[CH:25]1)[CH2:21][CH2:22][CH3:23])[CH3:16]. The catalyst class is: 3. (3) Reactant: [CH3:1][O:2][CH2:3][C:4]1[C:9](Br)=[CH:8][CH:7]=[CH:6][C:5]=1[N:11]1[C:15](=[O:16])[N:14]([CH3:17])[N:13]=[N:12]1.[CH2:18](C([Sn])=C(CCCC)CCCC)[CH2:19]CC.[Cl-].[NH4+]. Product: [CH3:1][O:2][CH2:3][C:4]1[C:9]([CH:18]=[CH2:19])=[CH:8][CH:7]=[CH:6][C:5]=1[N:11]1[C:15](=[O:16])[N:14]([CH3:17])[N:13]=[N:12]1. The catalyst class is: 11. (4) Reactant: [CH3:1][O:2][C:3]1[CH:4]=[C:5]([CH:21]=[CH:22][C:23]=1[O:24][CH2:25][C:26]1[N:27]=[C:28]([N:32]2[CH2:37][CH2:36][CH2:35][CH2:34][CH2:33]2)[S:29][C:30]=1[CH3:31])[CH2:6][O:7][C:8]1[C:12]([CH:13]=O)=[CH:11][N:10]([C:15]2[CH:20]=[CH:19][CH:18]=[CH:17][CH:16]=2)[N:9]=1.[CH2:38](P(=O)(OCC)OCC)[P:39](=[O:46])([O:43][CH2:44][CH3:45])[O:40][CH2:41][CH3:42].CN(C)C=O.[H-].[Na+]. Product: [CH3:1][O:2][C:3]1[CH:4]=[C:5]([CH:21]=[CH:22][C:23]=1[O:24][CH2:25][C:26]1[N:27]=[C:28]([N:32]2[CH2:37][CH2:36][CH2:35][CH2:34][CH2:33]2)[S:29][C:30]=1[CH3:31])[CH2:6][O:7][C:8]1[C:12](/[CH:13]=[CH:38]/[P:39](=[O:46])([O:43][CH2:44][CH3:45])[O:40][CH2:41][CH3:42])=[CH:11][N:10]([C:15]2[CH:16]=[CH:17][CH:18]=[CH:19][CH:20]=2)[N:9]=1. The catalyst class is: 6. (5) Reactant: ClC(OC(Cl)C)=O.[C:8]([O-:11])([OH:10])=O.[Na+].[CH2:13]([O:15][C:16]([C:18]1[CH:19]2[N:43](C)[CH:23]([CH2:24][C:25]=1[C:26]1[CH:31]=[CH:30][C:29]([O:32][CH2:33][CH2:34][O:35][Si](C(C)(C)C)(C)C)=[CH:28][CH:27]=1)[CH2:22][N:21]([C:45]([O:47][C:48]([CH3:51])([CH3:50])[CH3:49])=[O:46])[CH2:20]2)=[O:17])[CH3:14].CCN(C(C)C)C(C)C.[CH3:61][C:62](OC(OC(O[C:62]([CH3:64])([CH3:63])[CH3:61])=O)=O)([CH3:64])[CH3:63]. The catalyst class is: 26. Product: [CH2:13]([O:15][C:16]([C:18]1[CH:19]2[N:43]([C:8]([O:11][C:62]([CH3:64])([CH3:63])[CH3:61])=[O:10])[CH:23]([CH2:24][C:25]=1[C:26]1[CH:31]=[CH:30][C:29]([O:32][CH2:33][CH2:34][OH:35])=[CH:28][CH:27]=1)[CH2:22][N:21]([C:45]([O:47][C:48]([CH3:51])([CH3:50])[CH3:49])=[O:46])[CH2:20]2)=[O:17])[CH3:14]. (6) Reactant: [CH3:1][C:2]1[CH:7]=[C:6]([Cl:8])[CH:5]=[CH:4][C:3]=1[OH:9].[Na+].[I-:11].[OH-].[Na+].[O-]Cl.[Na+].[O-]S([O-])(=S)=O.[Na+].[Na+].Cl. Product: [I:11][C:4]1[CH:5]=[C:6]([Cl:8])[CH:7]=[C:2]([CH3:1])[C:3]=1[OH:9]. The catalyst class is: 5. (7) Reactant: [Cl:1][C:2]1[CH:7]=[CH:6][C:5]([C:8]([OH:11])([CH3:10])[CH3:9])=[CH:4][C:3]=1[NH:12][S:13]([C:16]1[CH:21]=[CH:20][C:19]([O:22][CH3:23])=[C:18]([O:24][CH3:25])[CH:17]=1)(=[O:15])=[O:14].Cl[CH2:27][C:28]([N:30]([CH2:33][CH3:34])[CH2:31][CH3:32])=[O:29].C([O-])([O-])=O.[K+].[K+]. Product: [Cl:1][C:2]1[CH:7]=[CH:6][C:5]([C:8]([OH:11])([CH3:10])[CH3:9])=[CH:4][C:3]=1[N:12]([S:13]([C:16]1[CH:21]=[CH:20][C:19]([O:22][CH3:23])=[C:18]([O:24][CH3:25])[CH:17]=1)(=[O:15])=[O:14])[CH2:27][C:28]([N:30]([CH2:33][CH3:34])[CH2:31][CH3:32])=[O:29]. The catalyst class is: 3.